From a dataset of Catalyst prediction with 721,799 reactions and 888 catalyst types from USPTO. Predict which catalyst facilitates the given reaction. The catalyst class is: 274. Reactant: C(Cl)Cl.[CH3:4][O:5][C:6]([C:8]1[C:13]([NH2:14])=[N:12][CH:11]=[C:10](Br)[N:9]=1)=[O:7].[F:16][C:17]1[CH:22]=[CH:21][C:20](B(O)O)=[CH:19][CH:18]=1.C(N(CC)CC)C. Product: [CH3:4][O:5][C:6]([C:8]1[C:13]([NH2:14])=[N:12][CH:11]=[C:10]([C:20]2[CH:21]=[CH:22][C:17]([F:16])=[CH:18][CH:19]=2)[N:9]=1)=[O:7].